This data is from Full USPTO retrosynthesis dataset with 1.9M reactions from patents (1976-2016). The task is: Predict the reactants needed to synthesize the given product. (1) Given the product [Br:1][C:2]1[CH:7]=[C:6]2[C:5](=[CH:4][CH:3]=1)[O:11][C:16]1([CH2:17][CH2:18][CH:13]([CH3:12])[CH2:14][CH2:15]1)[CH2:9][C:8]2=[O:10], predict the reactants needed to synthesize it. The reactants are: [Br:1][C:2]1[CH:3]=[CH:4][C:5]([OH:11])=[C:6]([C:8](=[O:10])[CH3:9])[CH:7]=1.[CH3:12][CH:13]1[CH2:18][CH2:17][C:16](=O)[CH2:15][CH2:14]1.N1CCCC1. (2) Given the product [Cl:1][C:2]1[C:3]([O:28][CH2:29][C:30]2[CH:35]=[CH:34][CH:33]=[C:32]([C:36]3[CH:45]=[CH:44][C:39]4[O:40][CH2:41][CH2:42][O:43][C:38]=4[CH:37]=3)[C:31]=2[CH3:46])=[CH:4][C:5]([O:18][CH2:19][C:20]2[CH:21]=[N:22][CH:23]=[C:24]([C:26]#[N:27])[CH:25]=2)=[C:6]([CH:17]=1)[CH2:7][N:8]1[CH2:13][CH2:12][CH2:11][CH2:10][C@H:9]1[C:14]([NH:55][S:56](=[O:58])(=[O:57])[N:59]([CH3:60])[CH3:61])=[O:15], predict the reactants needed to synthesize it. The reactants are: [Cl:1][C:2]1[C:3]([O:28][CH2:29][C:30]2[CH:35]=[CH:34][CH:33]=[C:32]([C:36]3[CH:45]=[CH:44][C:39]4[O:40][CH2:41][CH2:42][O:43][C:38]=4[CH:37]=3)[C:31]=2[CH3:46])=[CH:4][C:5]([O:18][CH2:19][C:20]2[CH:21]=[N:22][CH:23]=[C:24]([C:26]#[N:27])[CH:25]=2)=[C:6]([CH:17]=1)[CH2:7][N:8]1[CH2:13][CH2:12][CH2:11][CH2:10][C@H:9]1[C:14](O)=[O:15].C(O)(C(F)(F)F)=O.C[NH:55][S:56]([NH:59][CH3:60])(=[O:58])=[O:57].[CH2:61](Cl)CCl. (3) Given the product [C:1]([O:4][C:5]1[C:6]([C:11]#[CH:12])=[N:7][CH:8]=[CH:9][CH:10]=1)(=[O:3])[CH3:2], predict the reactants needed to synthesize it. The reactants are: [C:1]([O:4][C:5]1[C:6]([C:11]#[C:12][Si](C)(C)C)=[N:7][CH:8]=[CH:9][CH:10]=1)(=[O:3])[CH3:2].O.CCCC[N+](CCCC)(CCCC)CCCC.[F-]. (4) Given the product [CH2:21]([C:18]1[CH:17]=[CH:16][C:15]([CH2:14][N:13]2[C:6]3=[N:7][C:8]([CH3:12])=[CH:9][C:10]([CH3:11])=[C:5]3[N:4]=[C:3]2[CH2:1][CH3:2])=[CH:20][CH:19]=1)[C:22]1[CH:23]=[CH:24][CH:25]=[CH:26][CH:27]=1, predict the reactants needed to synthesize it. The reactants are: [CH2:1]([C:3]1[N:13]([CH2:14][C:15]2[CH:20]=[CH:19][C:18]([CH:21](N=[N+]=[N-])[C:22]3[CH:27]=[CH:26][CH:25]=[CH:24][CH:23]=3)=[CH:17][CH:16]=2)[C:6]2=[N:7][C:8]([CH3:12])=[CH:9][C:10]([CH3:11])=[C:5]2[N:4]=1)[CH3:2]. (5) Given the product [CH3:1][O:2][C:3](=[O:25])[C@H:4]1[CH2:8][C@:7]([O:9][Si:10]([C:13]([CH3:16])([CH3:14])[CH3:15])([CH3:12])[CH3:11])([CH2:52][C:45]2[C:46]3[C:51](=[CH:50][CH:49]=[CH:48][CH:47]=3)[N:43]([C:41]([O:40][C:36]([CH3:39])([CH3:38])[CH3:37])=[O:42])[CH:44]=2)[C:6](=[O:17])[N:5]1[C:18]([O:20][C:21]([CH3:24])([CH3:23])[CH3:22])=[O:19], predict the reactants needed to synthesize it. The reactants are: [CH3:1][O:2][C:3](=[O:25])[C@H:4]1[CH2:8][CH:7]([O:9][Si:10]([C:13]([CH3:16])([CH3:15])[CH3:14])([CH3:12])[CH3:11])[C:6](=[O:17])[N:5]1[C:18]([O:20][C:21]([CH3:24])([CH3:23])[CH3:22])=[O:19].C[Si](C)(C)N[Si](C)(C)C.[Li].[C:36]([O:40][C:41]([N:43]1[C:51]2[C:46](=[CH:47][CH:48]=[CH:49][CH:50]=2)[C:45]([CH2:52]Br)=[CH:44]1)=[O:42])([CH3:39])([CH3:38])[CH3:37].[Cl-].[NH4+]. (6) Given the product [F:43][C:41]([F:42])([F:44])[C:36]1[CH:37]=[CH:38][CH:39]=[CH:40][C:35]=1[O:34][CH:31]1[CH2:30][CH2:29][N:28]([C:25]2[N:26]=[CH:27][C:22]([C:9]3[CH:10]=[CH:11][C:6]([CH2:5][C:4]([OH:3])=[O:13])=[CH:7][N:8]=3)=[CH:23][CH:24]=2)[CH2:33][CH2:32]1, predict the reactants needed to synthesize it. The reactants are: C([O:3][C:4](=[O:13])[CH2:5][C:6]1[CH:7]=[N:8][C:9](Cl)=[CH:10][CH:11]=1)C.CC1(C)C(C)(C)OB([C:22]2[CH:23]=[CH:24][C:25]([N:28]3[CH2:33][CH2:32][CH:31]([O:34][C:35]4[CH:40]=[CH:39][CH:38]=[CH:37][C:36]=4[C:41]([F:44])([F:43])[F:42])[CH2:30][CH2:29]3)=[N:26][CH:27]=2)O1.C1C=CC(P(C2C=CC=CC=2)C2C=CC=CC=2)=CC=1.C([O-])([O-])=O.[Na+].[Na+].[Li+].[OH-].C(O)=O.